Dataset: Forward reaction prediction with 1.9M reactions from USPTO patents (1976-2016). Task: Predict the product of the given reaction. (1) Given the reactants [CH3:1][C:2]1[CH:9]=[CH:8][C:5]([C:6]#[N:7])=[CH:4][CH:3]=1.[N+:10]([O-])([OH:12])=[O:11], predict the reaction product. The product is: [CH3:1][C:2]1[CH:9]=[CH:8][C:5]([C:6]#[N:7])=[CH:4][C:3]=1[N+:10]([O-:12])=[O:11]. (2) Given the reactants Br[C:2]1[C:3]2[O:10][CH:9]=[CH:8][C:4]=2[CH:5]=[N:6][CH:7]=1.[OH-:11].[K+].C(P(C(C)(C)C)C1C(C)=C(C)C(C)=C(C)C=1C1C(C(C)C)=CC(C(C)C)=CC=1C(C)C)(C)(C)C, predict the reaction product. The product is: [O:10]1[C:3]2[C:2]([OH:11])=[CH:7][N:6]=[CH:5][C:4]=2[CH:8]=[CH:9]1. (3) Given the reactants [O:1]=[S:2]1(=[O:25])[C:8]2[CH:9]=[CH:10][CH:11]=[CH:12][C:7]=2[CH2:6][N:5]([C:13]2[CH:22]=[C:21]([NH2:23])[C:20]3[C:15](=[CH:16][CH:17]=[C:18]([CH3:24])[CH:19]=3)[N:14]=2)[CH2:4][CH2:3]1.N12CCCN=C1CCCCC2.[Cl:37][CH2:38][C:39](Cl)=[O:40], predict the reaction product. The product is: [Cl:37][CH2:38][C:39]([NH:23][C:21]1[C:20]2[C:15](=[CH:16][CH:17]=[C:18]([CH3:24])[CH:19]=2)[N:14]=[C:13]([N:5]2[CH2:6][C:7]3[CH:12]=[CH:11][CH:10]=[CH:9][C:8]=3[S:2](=[O:1])(=[O:25])[CH2:3][CH2:4]2)[CH:22]=1)=[O:40]. (4) Given the reactants C([O:3][C:4](=O)[CH:5]=[CH:6][C:7]1[CH:12]=[CH:11][C:10]([CH2:13][CH3:14])=[CH:9][C:8]=1[O:15][CH2:16][C:17]1[CH:22]=[CH:21][CH:20]=[CH:19][CH:18]=1)C.[H-].[Al+3].[Li+].[H-].[H-].[H-], predict the reaction product. The product is: [CH2:16]([O:15][C:8]1[CH:9]=[C:10]([CH2:13][CH3:14])[CH:11]=[CH:12][C:7]=1[CH:6]=[CH:5][CH2:4][OH:3])[C:17]1[CH:22]=[CH:21][CH:20]=[CH:19][CH:18]=1. (5) The product is: [F:10][CH2:11][CH2:12][CH2:13][O:14][C:15]1[CH:16]=[C:17]([CH:21]=[CH:22][CH:23]=1)[C:18]([C:2]1[C:3]([C:8]#[N:9])=[N:4][CH:5]=[CH:6][CH:7]=1)=[O:19]. Given the reactants Br[C:2]1[C:3]([C:8]#[N:9])=[N:4][CH:5]=[CH:6][CH:7]=1.[F:10][CH2:11][CH2:12][CH2:13][O:14][C:15]1[CH:16]=[C:17]([CH:21]=[CH:22][CH:23]=1)[C:18](Cl)=[O:19], predict the reaction product. (6) Given the reactants [C:1]([C:3]1[CH:8]=[CH:7][C:6]([C:9]2[C:10](=[O:23])[N:11]([CH2:19][C:20](O)=[O:21])[C:12]3([CH2:18][CH2:17][CH2:16][CH2:15][CH2:14]3)[N:13]=2)=[CH:5][CH:4]=1)#[N:2].C(Cl)(=O)C([Cl:27])=O, predict the reaction product. The product is: [C:1]([C:3]1[CH:8]=[CH:7][C:6]([C:9]2[C:10](=[O:23])[N:11]([CH2:19][C:20]([Cl:27])=[O:21])[C:12]3([CH2:18][CH2:17][CH2:16][CH2:15][CH2:14]3)[N:13]=2)=[CH:5][CH:4]=1)#[N:2].